Dataset: Reaction yield outcomes from USPTO patents with 853,638 reactions. Task: Predict the reaction yield, written as a fraction of the theoretical maximum amount of product (1.0 means a 100% yield; for example, 0.34 means a 34% yield). (1) The reactants are CS(C)=O.C(Cl)(=O)C(Cl)=O.[C:11]([O:15][C:16]([N:18]1[CH2:22][C@@H:21]([CH2:23][NH:24][C:25]([O:27][C:28]([CH3:31])([CH3:30])[CH3:29])=[O:26])[CH2:20][C@H:19]1[CH2:32][OH:33])=[O:17])([CH3:14])([CH3:13])[CH3:12].C(N(CC)CC)C. The catalyst is C(Cl)Cl.C(OCC)(=O)C. The product is [C:11]([O:15][C:16]([N:18]1[CH2:22][C@@H:21]([CH2:23][NH:24][C:25]([O:27][C:28]([CH3:31])([CH3:30])[CH3:29])=[O:26])[CH2:20][C@H:19]1[CH:32]=[O:33])=[O:17])([CH3:13])([CH3:12])[CH3:14]. The yield is 1.00. (2) The reactants are [O:1]=[C:2]1[CH:7]2[CH2:8][CH:4]([CH2:5][CH:6]2[C:9]([OH:11])=O)[O:3]1.[CH2:12]([O:14][C:15]([C:17]1([NH2:22])[CH2:19][CH:18]1[CH:20]=[CH2:21])=[O:16])[CH3:13].CN(C(ON1N=NC2C=CC=NC1=2)=[N+](C)C)C.F[P-](F)(F)(F)(F)F.CCN(C(C)C)C(C)C. The catalyst is CN(C=O)C.C(Cl)Cl. The yield is 0.990. The product is [CH2:12]([O:14][C:15]([C:17]1([NH:22][C:9]([CH:6]2[CH2:5][CH:4]3[CH2:8][CH:7]2[C:2](=[O:1])[O:3]3)=[O:11])[CH2:19][CH:18]1[CH:20]=[CH2:21])=[O:16])[CH3:13]. (3) The reactants are [Cl:1][C:2]1[CH:7]=[CH:6][C:5]([CH:8]([C:18]2[C:22]3[CH:23]=[CH:24][C:25]([C:27]4[C:28]5[C@H:35]([CH3:36])[CH2:34][C@@H:33]([OH:37])[C:29]=5[N:30]=[CH:31][N:32]=4)=[CH:26][C:21]=3[S:20][N:19]=2)[CH2:9][NH:10]C(=O)OC(C)(C)C)=[CH:4][CH:3]=1.[ClH:38]. The catalyst is C(Cl)Cl.O1CCOCC1. The product is [ClH:1].[ClH:38].[ClH:1].[NH2:10][CH2:9][CH:8]([C:18]1[C:22]2[CH:23]=[CH:24][C:25]([C:27]3[C:28]4[C@H:35]([CH3:36])[CH2:34][C@@H:33]([OH:37])[C:29]=4[N:30]=[CH:31][N:32]=3)=[CH:26][C:21]=2[S:20][N:19]=1)[C:5]1[CH:4]=[CH:3][C:2]([Cl:1])=[CH:7][CH:6]=1. The yield is 0.770. (4) The reactants are [C:1]([C:5]1[N:10]=[C:9]([N:11]2[CH2:16][CH2:15][N:14]([CH2:17][CH2:18][CH2:19][CH2:20][NH2:21])[CH2:13][CH2:12]2)[CH:8]=[C:7]([C:22]([F:25])([F:24])[F:23])[N:6]=1)([CH3:4])([CH3:3])[CH3:2].C1N=CN([C:31](N2C=NC=C2)=[O:32])C=1.[CH2:38]([N:40]1[CH2:45][CH2:44][NH:43][CH2:42][CH2:41]1)[CH3:39]. The catalyst is C(Cl)(Cl)Cl.CO. The product is [C:1]([C:5]1[N:10]=[C:9]([N:11]2[CH2:16][CH2:15][N:14]([CH2:17][CH2:18][CH2:19][CH2:20][NH:21][C:31]([N:43]3[CH2:44][CH2:45][N:40]([CH2:38][CH3:39])[CH2:41][CH2:42]3)=[O:32])[CH2:13][CH2:12]2)[CH:8]=[C:7]([C:22]([F:24])([F:25])[F:23])[N:6]=1)([CH3:4])([CH3:2])[CH3:3]. The yield is 0.380. (5) The reactants are [CH3:1][C:2]([CH3:26])=[CH:3][CH2:4][C:5]1[C:6]([OH:25])=[CH:7][C:8]([O:23]C)=[C:9]2[C:14](=[O:15])[CH2:13][CH:12]([C:16]3[CH:17]=[CH:18][C:19]([OH:22])=[CH:20][CH:21]=3)[O:11][C:10]=12. The catalyst is C(S([O-])(=O)=O)(F)(F)F.C(S([O-])(=O)=O)(F)(F)F.C(S([O-])(=O)=O)(F)(F)F.[Sc+3].C1COCC1. The product is [CH3:1][C:2]([CH3:26])=[CH:3][CH2:4][C:5]1[C:10]2[O:11][C@H:12]([C:16]3[CH:17]=[CH:18][C:19]([OH:22])=[CH:20][CH:21]=3)[CH2:13][C:14](=[O:15])[C:9]=2[C:8]([OH:23])=[CH:7][C:6]=1[OH:25]. The yield is 0.920.